This data is from Full USPTO retrosynthesis dataset with 1.9M reactions from patents (1976-2016). The task is: Predict the reactants needed to synthesize the given product. Given the product [C:26]([Si:23]([CH3:24])([CH3:25])[O:22][CH2:21][C:20]([N:12]1[C:13]2[C:18]([F:19])=[CH:17][N:16]=[CH:15][C:14]=2[C:10]([C:8]([C:4]2[CH:3]=[C:2]([NH:1][C:41](=[O:42])[CH2:40][C:36]3[CH:37]=[CH:38][CH:39]=[C:34]([C:33]([F:44])([F:32])[F:45])[CH:35]=3)[CH:7]=[N:6][CH:5]=2)=[O:9])=[CH:11]1)([CH3:31])[CH3:30])([CH3:29])([CH3:28])[CH3:27], predict the reactants needed to synthesize it. The reactants are: [NH2:1][C:2]1[CH:3]=[C:4]([C:8]([C:10]2[C:14]3[CH:15]=[N:16][CH:17]=[C:18]([F:19])[C:13]=3[N:12]([C:20]([CH3:31])([CH3:30])[CH2:21][O:22][Si:23]([C:26]([CH3:29])([CH3:28])[CH3:27])([CH3:25])[CH3:24])[CH:11]=2)=[O:9])[CH:5]=[N:6][CH:7]=1.[F:32][C:33]([F:45])([F:44])[C:34]1[CH:35]=[C:36]([CH2:40][C:41](O)=[O:42])[CH:37]=[CH:38][CH:39]=1.CCN(C(C)C)C(C)C.C(P1(=O)OP(CCC)(=O)OP(CCC)(=O)O1)CC.